The task is: Predict the reaction yield, written as a fraction of the theoretical maximum amount of product (1.0 means a 100% yield; for example, 0.34 means a 34% yield).. This data is from Reaction yield outcomes from USPTO patents with 853,638 reactions. (1) The reactants are [NH2:1][C:2]1[CH:17]=[C:16]([C:18]([O:20][CH3:21])=[O:19])[CH:15]=[CH:14][C:3]=1[C:4]([NH:6][C:7]1[CH:12]=[CH:11][C:10]([Cl:13])=[CH:9][N:8]=1)=[O:5].C(OC([N:29]1[CH2:34][CH2:33][CH:32]([CH:35]=O)[CH2:31][CH2:30]1)=O)(C)(C)C.[B-][N+](C)(C)C. No catalyst specified. The product is [Cl:13][C:10]1[CH:11]=[CH:12][C:7]([NH:6][C:4](=[O:5])[C:3]2[CH:14]=[CH:15][C:16]([C:18]([O:20][CH3:21])=[O:19])=[CH:17][C:2]=2[NH:1][CH2:35][CH:32]2[CH2:33][CH2:34][NH:29][CH2:30][CH2:31]2)=[N:8][CH:9]=1. The yield is 0.840. (2) The reactants are [ClH:1].[CH3:2][N:3]([CH2:11][CH2:12][N:13]1[CH2:18][CH2:17][C:16]([C:24]2[CH:29]=[CH:28][CH:27]=[CH:26][CH:25]=2)([N:19]2[CH2:23][CH2:22][CH2:21][CH2:20]2)[CH2:15][CH2:14]1)[C:4](=[O:10])[O:5][C:6]([CH3:9])([CH3:8])[CH3:7].CO.C(Cl)(Cl)[Cl:33]. The catalyst is C(Cl)(Cl)Cl. The product is [ClH:33].[ClH:1].[ClH:33].[CH3:2][N:3]([CH2:11][CH2:12][N:13]1[CH2:14][CH2:15][C:16]([C:24]2[CH:29]=[CH:28][CH:27]=[CH:26][CH:25]=2)([N:19]2[CH2:23][CH2:22][CH2:21][CH2:20]2)[CH2:17][CH2:18]1)[C:4](=[O:10])[O:5][C:6]([CH3:9])([CH3:7])[CH3:8]. The yield is 0.970. (3) The reactants are [Br:1][C:2]1[CH:3]=[C:4]([OH:8])[CH:5]=[N:6][CH:7]=1.[O:9]1[CH2:11][CH:10]1[CH2:12]O.C1(P(C2C=CC=CC=2)C2C=CC=CC=2)C=CC=CC=1.N(C(OC(C)(C)C)=O)=NC(OC(C)(C)C)=O. The product is [Br:1][C:2]1[CH:7]=[N:6][CH:5]=[C:4]([O:8][CH2:12][CH:10]2[CH2:11][O:9]2)[CH:3]=1. The yield is 0.730. The catalyst is C1COCC1. (4) The reactants are [Br:1][C:2]1[CH:3]=[C:4]([CH:22]=[CH:23][CH:24]=1)[CH2:5][N:6]1[C:14]2[C:13](=[O:15])[N:12]([CH3:16])[C:11](=[O:17])[N:10]([CH3:18])[C:9]=2[N:8]=[C:7]1[CH2:19][CH2:20]O.S(Cl)([Cl:27])=O. No catalyst specified. The product is [Br:1][C:2]1[CH:3]=[C:4]([CH:22]=[CH:23][CH:24]=1)[CH2:5][N:6]1[C:14]2[C:13](=[O:15])[N:12]([CH3:16])[C:11](=[O:17])[N:10]([CH3:18])[C:9]=2[N:8]=[C:7]1[CH2:19][CH2:20][Cl:27]. The yield is 0.560. (5) The reactants are [C:1]([C:5]1[CH:6]=[C:7]([NH:11][C:12](=[O:20])[C:13]2[CH:18]=[CH:17][CH:16]=[N:15][C:14]=2Cl)[CH:8]=[CH:9][CH:10]=1)([CH3:4])([CH3:3])[CH3:2].[F:21][C:22]1[CH:23]=[C:24](B(O)O)[CH:25]=[CH:26][CH:27]=1.C1(C)C=CC=CC=1.C(=O)([O-])[O-].[K+].[K+]. The catalyst is O.CCOC(C)=O.C1C=CC([P]([Pd]([P](C2C=CC=CC=2)(C2C=CC=CC=2)C2C=CC=CC=2)([P](C2C=CC=CC=2)(C2C=CC=CC=2)C2C=CC=CC=2)[P](C2C=CC=CC=2)(C2C=CC=CC=2)C2C=CC=CC=2)(C2C=CC=CC=2)C2C=CC=CC=2)=CC=1. The product is [C:1]([C:5]1[CH:6]=[C:7]([NH:11][C:12](=[O:20])[C:13]2[CH:18]=[CH:17][CH:16]=[N:15][C:14]=2[C:26]2[CH:25]=[CH:24][CH:23]=[C:22]([F:21])[CH:27]=2)[CH:8]=[CH:9][CH:10]=1)([CH3:4])([CH3:3])[CH3:2]. The yield is 0.990. (6) The reactants are [C:1]([O:5][C:6](=[O:19])[NH:7][CH2:8][C@@H:9]1[CH2:11][C@H:10]1[C:12]1[CH:17]=[CH:16][CH:15]=[CH:14][C:13]=1[NH2:18])([CH3:4])([CH3:3])[CH3:2].[Cl:20][C:21]1[CH:26]=[CH:25][C:24]([N:27]=[C:28]=[O:29])=[CH:23][CH:22]=1. The catalyst is C1COCC1.CN(C1C=CN=CC=1)C. The product is [C:1]([O:5][C:6](=[O:19])[NH:7][CH2:8][C@@H:9]1[CH2:11][C@H:10]1[C:12]1[CH:17]=[CH:16][CH:15]=[CH:14][C:13]=1[NH:18][C:28]([NH:27][C:24]1[CH:25]=[CH:26][C:21]([Cl:20])=[CH:22][CH:23]=1)=[O:29])([CH3:4])([CH3:2])[CH3:3]. The yield is 0.614. (7) The reactants are C[C:2]1[C:3]([O:13][CH3:14])=[C:4]([CH2:11]Br)[C:5]([CH2:9]Br)=[C:6]([Br:8])[CH:7]=1.BrC1C=CC(OC)=C(C)C=1C.[CH2:26]([NH2:33])[C:27]1[CH:32]=[CH:31][CH:30]=[CH:29][CH:28]=1. The catalyst is CC#N. The product is [CH2:26]([N:33]1[CH2:9][C:5]2[C:4](=[C:3]([O:13][CH3:14])[CH:2]=[CH:7][C:6]=2[Br:8])[CH2:11]1)[C:27]1[CH:32]=[CH:31][CH:30]=[CH:29][CH:28]=1. The yield is 0.550.